Dataset: Catalyst prediction with 721,799 reactions and 888 catalyst types from USPTO. Task: Predict which catalyst facilitates the given reaction. Reactant: [NH2:1][C:2]1[CH:3]=[N:4][C:5]2[C:10]([C:11]=1[OH:12])=[CH:9][C:8]([Br:13])=[CH:7][CH:6]=2.C(=O)([O-])[O-].[K+].[K+].Br[CH2:21][CH2:22]Br.CN(C)C=O. Product: [Br:13][C:8]1[CH:7]=[CH:6][C:5]2[N:4]=[CH:3][C:2]3[NH:1][CH2:21][CH2:22][O:12][C:11]=3[C:10]=2[CH:9]=1. The catalyst class is: 6.